This data is from Full USPTO retrosynthesis dataset with 1.9M reactions from patents (1976-2016). The task is: Predict the reactants needed to synthesize the given product. (1) Given the product [F:27][C:23]1([F:26])[CH2:24][CH2:25][CH:20]([CH2:19][C:18]2[N:10]3[C:11]([CH3:17])=[CH:12][C:13]([C:15]#[N:16])=[CH:14][C:9]3=[N:8][C:7]=2[CH2:6][S:29]([CH3:28])(=[O:31])=[O:30])[CH2:21][CH2:22]1, predict the reactants needed to synthesize it. The reactants are: CS(O[CH2:6][C:7]1[N:8]=[C:9]2[CH:14]=[C:13]([C:15]#[N:16])[CH:12]=[C:11]([CH3:17])[N:10]2[C:18]=1[CH2:19][CH:20]1[CH2:25][CH2:24][C:23]([F:27])([F:26])[CH2:22][CH2:21]1)(=O)=O.[CH3:28][S:29]([O-:31])=[O:30].[Na+].O. (2) Given the product [Br:8][C:6]1[CH:5]=[C:4]([CH3:9])[N:3]=[C:2]([C:13]#[C:12][CH2:11][CH2:10][OH:14])[CH:7]=1, predict the reactants needed to synthesize it. The reactants are: Br[C:2]1[CH:7]=[C:6]([Br:8])[CH:5]=[C:4]([CH3:9])[N:3]=1.[CH2:10]([OH:14])[CH2:11][C:12]#[CH:13]. (3) Given the product [S:16]([NH:19][N:20]=[CH:5][C:4]1[CH:3]=[CH:2][CH:9]=[CH:8][C:6]=1[C:5]1[CH:8]=[CH:9][C:2]([F:1])=[CH:3][CH:4]=1)([C:13]1[CH:12]=[CH:11][C:10]([CH3:21])=[CH:15][CH:14]=1)(=[O:17])=[O:18], predict the reactants needed to synthesize it. The reactants are: [F:1][C:2]1[CH:9]=[CH:8][C:5]([CH:6]=O)=[CH:4][CH:3]=1.[C:10]1([CH3:21])[CH:15]=[CH:14][C:13]([S:16]([NH:19][NH2:20])(=[O:18])=[O:17])=[CH:12][CH:11]=1.